This data is from Retrosynthesis with 50K atom-mapped reactions and 10 reaction types from USPTO. The task is: Predict the reactants needed to synthesize the given product. (1) Given the product N#Cc1cc(N)ccc1N1CCN(C2COC2)CC1, predict the reactants needed to synthesize it. The reactants are: N#Cc1cc([N+](=O)[O-])ccc1N1CCN(C2COC2)CC1. (2) Given the product O=C(O)c1ccc(C2CC2)c(-c2cccc(Cl)c2)n1, predict the reactants needed to synthesize it. The reactants are: COC(=O)c1ccc(C2CC2)c(-c2cccc(Cl)c2)n1. (3) Given the product O=C(CCN1CCC2(CC1)CCN(Cc1ccc(Br)cc1)C2=O)c1ccccc1, predict the reactants needed to synthesize it. The reactants are: O=C(CCCl)c1ccccc1.O=C1N(Cc2ccc(Br)cc2)CCC12CCNCC2. (4) The reactants are: CCCCN(CCC(=O)OC(C)(C)C)c1nc(Cl)ncc1N. Given the product CCCCN1CCC(=O)Nc2cnc(Cl)nc21, predict the reactants needed to synthesize it. (5) Given the product CC(=O)NC(CCCCB1OC(C)(C)C(C)(C)O1)(C(=O)NC(C)(C)C)C1CC(=O)C1, predict the reactants needed to synthesize it. The reactants are: COC1(OC)CC(C(CCCCB2OC(C)(C)C(C)(C)O2)(NC(C)=O)C(=O)NC(C)(C)C)C1.